From a dataset of Forward reaction prediction with 1.9M reactions from USPTO patents (1976-2016). Predict the product of the given reaction. (1) The product is: [N:1]1[C:10]2[C:5](=[CH:6][CH:7]=[CH:8][CH:9]=2)[CH:4]=[C:3]([CH:11]=[CH:12][CH2:13][OH:14])[CH:2]=1. Given the reactants [N:1]1[C:10]2[C:5](=[CH:6][CH:7]=[CH:8][CH:9]=2)[CH:4]=[C:3]([CH:11]=[CH:12][CH:13]=[O:14])[CH:2]=1.[BH4-].[Na+].C(OC(C)C)(=O)C.[Cl-].[NH4+], predict the reaction product. (2) Given the reactants [NH2:1][C:2]1[CH:3]=[C:4]([CH:8]=[CH:9][C:10]=1[NH2:11])[C:5]([OH:7])=[O:6].[F:12][C:13]([F:31])([F:30])[C:14]1[CH:29]=[CH:28][CH:27]=[CH:26][C:15]=1[C:16]([C:18]1[CH:25]=[CH:24][C:21]([CH:22]=O)=[CH:20][CH:19]=1)=[O:17], predict the reaction product. The product is: [F:12][C:13]([F:30])([F:31])[C:14]1[CH:29]=[CH:28][CH:27]=[CH:26][C:15]=1[C:16]([C:18]1[CH:25]=[CH:24][C:21]([C:22]2[NH:11][C:10]3[CH:9]=[CH:8][C:4]([C:5]([OH:7])=[O:6])=[CH:3][C:2]=3[N:1]=2)=[CH:20][CH:19]=1)=[O:17]. (3) Given the reactants [F:1][C:2]1[CH:3]=[C:4]([CH2:9][C:10]([OH:12])=O)[CH:5]=[C:6]([F:8])[CH:7]=1.Cl.[NH2:14][C@H:15]([C:17]([NH:19][CH:20]1[C:26](=[O:27])[N:25]([CH2:28][CH:29]([CH3:31])[CH3:30])[C:24]2[CH:32]=[CH:33][CH:34]=[CH:35][C:23]=2[N:22]([CH2:36][CH:37]([CH3:39])[CH3:38])[C:21]1=[O:40])=[O:18])[CH3:16], predict the reaction product. The product is: [F:8][C:6]1[CH:5]=[C:4]([CH2:9][C:10]([NH:14][C@H:15]([C:17]([NH:19][CH:20]2[C:21](=[O:40])[N:22]([CH2:36][CH:37]([CH3:38])[CH3:39])[C:23]3[CH:35]=[CH:34][CH:33]=[CH:32][C:24]=3[N:25]([CH2:28][CH:29]([CH3:31])[CH3:30])[C:26]2=[O:27])=[O:18])[CH3:16])=[O:12])[CH:3]=[C:2]([F:1])[CH:7]=1. (4) Given the reactants COC1C=CC(C[N:8]2[C:12]3=[N:13][CH:14]=[CH:15][C:16]([O:17][C:18]4[CH:23]=[CH:22][C:21]([NH:24][C:25]([C:27]5[C:28](=[O:40])[N:29]([C:33]6[CH:38]=[CH:37][C:36]([F:39])=[CH:35][CH:34]=6)[N:30]=[CH:31][CH:32]=5)=[O:26])=[CH:20][C:19]=4[F:41])=[C:11]3[C:10]([N:42]3[CH2:47][CH2:46][N:45]([CH3:48])[CH2:44][CH2:43]3)=[N:9]2)=CC=1.C(O)(C(F)(F)F)=O, predict the reaction product. The product is: [F:41][C:19]1[CH:20]=[C:21]([NH:24][C:25]([C:27]2[C:28](=[O:40])[N:29]([C:33]3[CH:34]=[CH:35][C:36]([F:39])=[CH:37][CH:38]=3)[N:30]=[CH:31][CH:32]=2)=[O:26])[CH:22]=[CH:23][C:18]=1[O:17][C:16]1[CH:15]=[CH:14][N:13]=[C:12]2[NH:8][N:9]=[C:10]([N:42]3[CH2:43][CH2:44][N:45]([CH3:48])[CH2:46][CH2:47]3)[C:11]=12. (5) Given the reactants [NH2:1][C:2]1[N:11]=[CH:10][C:9]2[CH2:8][CH2:7][C:6]3[C:12]([C:16]([OH:18])=O)=[N:13][N:14]([CH3:15])[C:5]=3[C:4]=2[N:3]=1.[K].C(N(C(C)C)C(C)C)C.ON1C2C=CC=CC=2N=N1.[CH2:39]([C:41]1[CH:47]=[CH:46][CH:45]=[C:44]([CH2:48][CH3:49])[C:42]=1[NH2:43])[CH3:40], predict the reaction product. The product is: [NH2:1][C:2]1[N:11]=[CH:10][C:9]2[CH2:8][CH2:7][C:6]3[C:12]([C:16]([NH:43][C:42]4[C:44]([CH2:48][CH3:49])=[CH:45][CH:46]=[CH:47][C:41]=4[CH2:39][CH3:40])=[O:18])=[N:13][N:14]([CH3:15])[C:5]=3[C:4]=2[N:3]=1.